From a dataset of CYP2C19 inhibition data for predicting drug metabolism from PubChem BioAssay. Regression/Classification. Given a drug SMILES string, predict its absorption, distribution, metabolism, or excretion properties. Task type varies by dataset: regression for continuous measurements (e.g., permeability, clearance, half-life) or binary classification for categorical outcomes (e.g., BBB penetration, CYP inhibition). Dataset: cyp2c19_veith. (1) The compound is CCn1c(SCc2ccc(Cl)cc2Cl)nc2nc3c(cc2c1=O)CCCC3. The result is 1 (inhibitor). (2) The compound is O=C1c2ccccc2NC(c2ccncc2)N1c1ccccn1. The result is 1 (inhibitor). (3) The molecule is CCCCCC1CCC(C(=O)NNC(=S)NCC)CC1. The result is 1 (inhibitor). (4) The compound is CN1CCC(=NNC(=O)CSCc2ccccc2)CC1. The result is 1 (inhibitor). (5) The compound is C[C@@]12C(=O)OC(=O)[C@@]1(C)[C@H]1CC[C@@H]2O1. The result is 0 (non-inhibitor). (6) The compound is CCn1cc(C(=O)O)c(=O)c2cnc(N3CCCC3)nc21. The result is 0 (non-inhibitor). (7) The drug is CO[C@]1(NC(=O)C2SC(=C(C(N)=O)C(=O)O)S2)C(=O)N2C(C(=O)O)=C(CSc3nnnn3C)CS[C@H]21. The result is 0 (non-inhibitor).